This data is from Full USPTO retrosynthesis dataset with 1.9M reactions from patents (1976-2016). The task is: Predict the reactants needed to synthesize the given product. (1) Given the product [C:8]([NH:12][C:13]1[N:14]=[C:15]2[CH2:37][CH2:36][N:35]([C:2](=[O:1])[CH3:4])[CH2:34][C:16]2=[N:17][C:18]=1[N:19]1[CH2:20][CH2:21][CH:22]([O:25][C:26]2[CH:31]=[CH:30][C:29]([F:32])=[CH:28][C:27]=2[F:33])[CH2:23][CH2:24]1)([CH3:11])([CH3:9])[CH3:10].[C:2]([OH:3])([C:4]([F:7])([F:6])[F:5])=[O:1], predict the reactants needed to synthesize it. The reactants are: [OH:1][C:2]([C:4]([F:7])([F:6])[F:5])=[O:3].[C:8]([NH:12][C:13]1[N:14]=[C:15]2[CH2:37][CH2:36][NH:35][CH2:34][C:16]2=[N:17][C:18]=1[N:19]1[CH2:24][CH2:23][CH:22]([O:25][C:26]2[CH:31]=[CH:30][C:29]([F:32])=[CH:28][C:27]=2[F:33])[CH2:21][CH2:20]1)([CH3:11])([CH3:10])[CH3:9].C(OC(=O)C)(=O)C.CCN(C(C)C)C(C)C. (2) Given the product [CH3:1][C:2]1[CH:3]=[C:4]2[C:8](=[CH:9][C:10]=1[N+:12]([O-:14])=[O:13])[C:7](=[O:11])[NH:6][CH2:5]2, predict the reactants needed to synthesize it. The reactants are: [CH3:1][C:2]1[CH:3]=[C:4]2[C:8](=[CH:9][CH:10]=1)[C:7](=[O:11])[NH:6][CH2:5]2.[N+:12]([O-])([OH:14])=[O:13]. (3) Given the product [CH3:15][C:3]1[CH:2]([C:16]2[CH:21]=[CH:20][CH:19]=[C:18]([O:22][CH3:23])[CH:17]=2)[C:5](=[O:6])[C:4]=1[C:7]1[CH:12]=[CH:11][CH:10]=[C:9]([O:13][CH3:14])[CH:8]=1, predict the reactants needed to synthesize it. The reactants are: O[C:2]1([C:16]2[CH:21]=[CH:20][CH:19]=[C:18]([O:22][CH3:23])[CH:17]=2)[C:5](=[O:6])[C:4]([C:7]2[CH:12]=[CH:11][CH:10]=[C:9]([O:13][CH3:14])[CH:8]=2)=[C:3]1[CH3:15].C([SiH](CC)CC)C.C(O)(C(F)(F)F)=O. (4) Given the product [F:32][C:33]([F:38])([F:37])[C:34]([OH:36])=[O:35].[Cl:20][C:18]1[CH:17]=[CH:16][C:15]([O:21][CH3:22])=[C:14]([C:12]2[CH:13]=[C:8]([NH2:7])[N:9]=[C:10]([NH2:23])[CH:11]=2)[CH:19]=1, predict the reactants needed to synthesize it. The reactants are: C(OC(=O)[NH:7][C:8]1[CH:13]=[C:12]([C:14]2[CH:19]=[C:18]([Cl:20])[CH:17]=[CH:16][C:15]=2[O:21][CH3:22])[CH:11]=[C:10]([NH:23]C(OC(C)(C)C)=O)[N:9]=1)(C)(C)C.[F:32][C:33]([F:38])([F:37])[C:34]([OH:36])=[O:35]. (5) Given the product [Cl:46][C:47]1[CH:52]=[CH:51][N:50]=[C:49]([CH2:53][NH:54][C:55]2[O:56][C:57]3[C:63]([O:64][CH3:65])=[CH:62][C:61]([C:66]([N:39]4[CH:38]([C:41]5([OH:44])[CH2:43][CH2:42]5)[CH2:37][O:36][C:35]([CH3:45])([CH3:34])[CH2:40]4)=[O:67])=[CH:60][C:58]=3[N:59]=2)[CH:48]=1, predict the reactants needed to synthesize it. The reactants are: C(N(CC)C(C)C)(C)C.CN(C(ON1N=NC2C=CC=NC1=2)=[N+](C)C)C.F[P-](F)(F)(F)(F)F.[CH3:34][C:35]1([CH3:45])[CH2:40][NH:39][CH:38]([C:41]2([OH:44])[CH2:43][CH2:42]2)[CH2:37][O:36]1.[Cl:46][C:47]1[CH:52]=[CH:51][N:50]=[C:49]([CH2:53][NH:54][C:55]2[O:56][C:57]3[C:63]([O:64][CH3:65])=[CH:62][C:61]([C:66](O)=[O:67])=[CH:60][C:58]=3[N:59]=2)[CH:48]=1. (6) Given the product [N:28]([CH2:2][C@H:3]1[O:11][C@H:10]2[C@H:6]([N:7]=[C:8]([CH2:12][CH2:13][CH3:14])[S:9]2)[C@@H:5]([OH:15])[C@@H:4]1[OH:16])=[N+:29]=[N-:30], predict the reactants needed to synthesize it. The reactants are: O[CH2:2][C@H:3]1[O:11][C@H:10]2[C@H:6]([N:7]=[C:8]([CH2:12][CH2:13][CH3:14])[S:9]2)[C@@H:5]([OH:15])[C@@H:4]1[OH:16].S(Cl)(C1C=CC(C)=CC=1)(=O)=O.[N-:28]=[N+:29]=[N-:30].[Na+]. (7) Given the product [NH2:1][C:2]1[N:7]=[CH:6][N:5]=[C:4]([NH:8][C@H:9]([C:11]2[N:16]([C:17]3[CH:22]=[CH:21][CH:20]=[CH:19][CH:18]=3)[C:15](=[O:23])[C:14]3=[C:24]([CH3:27])[CH:25]=[CH:26][N:13]3[N:12]=2)[CH3:10])[C:3]=1[C:32]1[CH:31]=[C:30]([F:29])[C:35]([OH:36])=[C:34]([F:37])[CH:33]=1, predict the reactants needed to synthesize it. The reactants are: [NH2:1][C:2]1[N:7]=[CH:6][N:5]=[C:4]([NH:8][C@H:9]([C:11]2[N:16]([C:17]3[CH:22]=[CH:21][CH:20]=[CH:19][CH:18]=3)[C:15](=[O:23])[C:14]3=[C:24]([CH3:27])[CH:25]=[CH:26][N:13]3[N:12]=2)[CH3:10])[C:3]=1Br.[F:29][C:30]1[CH:31]=[C:32](B(O)O)[CH:33]=[C:34]([F:37])[C:35]=1[OH:36].C(=O)([O-])[O-].[Na+].[Na+]. (8) The reactants are: [C:1]([C:5]1[CH:6]=[C:7]([NH:11][C:12](=[O:26])[C:13]2[CH:18]=[CH:17][C:16]([N:19]3[CH2:24][CH2:23][NH:22][CH2:21][CH2:20]3)=[CH:15][C:14]=2[F:25])[CH:8]=[CH:9][CH:10]=1)([CH3:4])([CH3:3])[CH3:2].Br[C:28]1[CH:36]=[CH:35][C:31]([C:32]([OH:34])=[O:33])=[CH:30][CH:29]=1.C(C1C=C(NC(C2C=CC(N3CCN(C4C=CC(C(O)=O)=CC=4)CC3)=C(F)C=2)=O)C=CC=1)(C)(C)C. Given the product [C:1]([C:5]1[CH:6]=[C:7]([NH:11][C:12]([C:13]2[CH:18]=[CH:17][C:16]([N:19]3[CH2:20][CH2:21][N:22]([C:28]4[CH:36]=[CH:35][C:31]([C:32]([OH:34])=[O:33])=[CH:30][CH:29]=4)[CH2:23][CH2:24]3)=[CH:15][C:14]=2[F:25])=[O:26])[CH:8]=[CH:9][CH:10]=1)([CH3:4])([CH3:2])[CH3:3], predict the reactants needed to synthesize it.